Task: Predict which catalyst facilitates the given reaction.. Dataset: Catalyst prediction with 721,799 reactions and 888 catalyst types from USPTO (1) Reactant: CON(C)[C:4]([C:6]1[N:7]=[C:8]2[CH:13]=[CH:12][CH:11]=[N:10][N:9]2[CH:14]=1)=[O:5].[H-].[Al+3].[Li+].[H-].[H-].[H-].C(O)(=O)CC(CC(O)=O)(C(O)=O)O. Product: [N:7]1[C:6]([CH:4]=[O:5])=[CH:14][N:9]2[C:8]=1[CH:13]=[CH:12][CH:11]=[N:10]2. The catalyst class is: 1. (2) Reactant: [F:1][C:2]1[CH:10]=[C:9]2[C:5]([C:6]([C:11]([N:13]3[CH2:18][CH2:17][CH:16]([C:19]4[CH:24]=[CH:23][CH:22]=[CH:21][C:20]=4[C:25]([F:28])([F:27])[F:26])[CH2:15][CH2:14]3)=[O:12])=[N:7][NH:8]2)=[CH:4][CH:3]=1.I[CH:30]1[CH2:33][O:32][CH2:31]1.C([O-])([O-])=O.[K+].[K+]. The catalyst class is: 18. Product: [F:1][C:2]1[CH:10]=[C:9]2[C:5]([C:6]([C:11]([N:13]3[CH2:14][CH2:15][CH:16]([C:19]4[CH:24]=[CH:23][CH:22]=[CH:21][C:20]=4[C:25]([F:27])([F:26])[F:28])[CH2:17][CH2:18]3)=[O:12])=[N:7][N:8]2[CH:30]2[CH2:33][O:32][CH2:31]2)=[CH:4][CH:3]=1. (3) Reactant: [Cl:1][C:2]1[CH:10]=[CH:9][CH:8]=[C:7]2[C:3]=1[CH2:4][CH2:5][C:6]2=O.[BH4-].[Na+]. Product: [Cl:1][C:2]1[CH:10]=[CH:9][CH:8]=[C:7]2[C:3]=1[CH2:4][CH:5]=[CH:6]2. The catalyst class is: 36. (4) Reactant: [C:1]([O:5][C:6]([N:8]1[CH2:13][CH2:12][C:11]2[N:14]([CH2:20][O:21][CH2:22][CH2:23][Si:24]([CH3:27])([CH3:26])[CH3:25])[N:15]=[C:16](B(O)O)[C:10]=2[CH2:9]1)=[O:7])([CH3:4])([CH3:3])[CH3:2].Br[C:29]1[S:33][N:32]=[CH:31][CH:30]=1.CC(C1C=C(C(C)C)C(C2C=CC=CC=2P(C2CCCCC2)C2CCCCC2)=C(C(C)C)C=1)C.C([O-])([O-])=O.[Na+].[Na+]. Product: [S:33]1[C:29]([C:16]2[C:10]3[CH2:9][N:8]([C:6]([O:5][C:1]([CH3:4])([CH3:3])[CH3:2])=[O:7])[CH2:13][CH2:12][C:11]=3[N:14]([CH2:20][O:21][CH2:22][CH2:23][Si:24]([CH3:27])([CH3:26])[CH3:25])[N:15]=2)=[CH:30][CH:31]=[N:32]1. The catalyst class is: 333. (5) Reactant: [F:1][C:2]1[CH:3]=[C:4]([C:8]2[CH:9]=[N:10][NH:11][C:12]=2[NH2:13])[CH:5]=[CH:6][CH:7]=1.[O:14]1[CH2:19][CH2:18][O:17][C:16]2[CH:20]=[C:21]([C:24](=O)[CH2:25][C:26](OCC)=[O:27])[CH:22]=[CH:23][C:15]1=2. Product: [O:14]1[CH2:19][CH2:18][O:17][C:16]2[CH:20]=[C:21]([C:24]3[NH:13][C:12]4[N:11]([N:10]=[CH:9][C:8]=4[C:4]4[CH:5]=[CH:6][CH:7]=[C:2]([F:1])[CH:3]=4)[C:26](=[O:27])[CH:25]=3)[CH:22]=[CH:23][C:15]1=2. The catalyst class is: 52. (6) Reactant: [CH3:1][C:2]1[CH:7]=[C:6]([N+:8]([O-])=O)[C:5]([CH3:11])=[CH:4][C:3]=1[O:12][CH2:13][CH:14]1[CH2:16][CH:15]1[CH2:17][CH2:18][CH3:19].C(O)(=O)C. Product: [CH3:11][C:5]1[CH:4]=[C:3]([O:12][CH2:13][CH:14]2[CH2:16][CH:15]2[CH2:17][CH2:18][CH3:19])[C:2]([CH3:1])=[CH:7][C:6]=1[NH2:8]. The catalyst class is: 150. (7) Product: [F:29][C:30]1([F:38])[CH2:35][CH2:34][CH:33]([CH2:36][NH:37][C:2]2[CH:11]=[CH:10][C:5]([C:6]([O:8][CH3:9])=[O:7])=[CH:4][C:3]=2[N+:12]([O-:14])=[O:13])[CH2:32][CH2:31]1. Reactant: F[C:2]1[CH:11]=[CH:10][C:5]([C:6]([O:8][CH3:9])=[O:7])=[CH:4][C:3]=1[N+:12]([O-:14])=[O:13].CS(C)=O.CCN(C(C)C)C(C)C.Cl.[F:29][C:30]1([F:38])[CH2:35][CH2:34][CH:33]([CH2:36][NH2:37])[CH2:32][CH2:31]1. The catalyst class is: 2. (8) Reactant: [CH3:1][C:2]1[CH:10]=[CH:9][C:5]([C:6](O)=[O:7])=[CH:4][N:3]=1.C(Cl)(=O)C([Cl:14])=O. Product: [ClH:14].[CH3:1][C:2]1[CH:10]=[CH:9][C:5]([C:6]([Cl:14])=[O:7])=[CH:4][N:3]=1. The catalyst class is: 59. (9) Reactant: [Cl:1][C:2]1[CH:7]=[CH:6][C:5]([S:8][C:9]2[C:17]3[C:12](=[CH:13][CH:14]=[CH:15][C:16]=3I)[NH:11][C:10]=2[CH3:19])=[CH:4][CH:3]=1.F[C:21](F)(F)[C:22]([OH:24])=[O:23].[CH3:27][C:28]#N.N.Cl. Product: [Cl:1][C:2]1[CH:7]=[CH:6][C:5]([S:8][C:9]2[C:17]3[C:12](=[CH:13][CH:14]=[CH:15][C:16]=3[C:28]3[CH:27]=[CH:4][CH:3]=[CH:2][CH:7]=3)[N:11]([CH2:21][C:22]([OH:24])=[O:23])[C:10]=2[CH3:19])=[CH:4][CH:3]=1. The catalyst class is: 46.